Dataset: Full USPTO retrosynthesis dataset with 1.9M reactions from patents (1976-2016). Task: Predict the reactants needed to synthesize the given product. (1) Given the product [CH:2]1([N:8]2[CH2:14][C@@H:13]([NH:15][C:16](=[O:27])[NH:17][C:18]3[CH:19]=[C:20]([CH:24]=[CH:25][CH:26]=3)[C:21]([O-:23])=[O:22])[C:12](=[O:28])[N:11]([CH2:29][C:30](=[O:35])[C:31]([CH3:32])([CH3:33])[CH3:34])[C:10]3[CH:36]=[CH:37][CH:38]=[CH:39][C:9]2=3)[CH2:3][CH2:4][CH2:5][CH2:6][CH2:7]1.[Ca+2:42].[CH:2]1([N:8]2[CH2:14][C@@H:13]([NH:15][C:16](=[O:27])[NH:17][C:18]3[CH:19]=[C:20]([CH:24]=[CH:25][CH:26]=3)[C:21]([O-:23])=[O:22])[C:12](=[O:28])[N:11]([CH2:29][C:30](=[O:35])[C:31]([CH3:32])([CH3:33])[CH3:34])[C:10]3[CH:36]=[CH:37][CH:38]=[CH:39][C:9]2=3)[CH2:3][CH2:4][CH2:5][CH2:6][CH2:7]1, predict the reactants needed to synthesize it. The reactants are: O.[CH:2]1([N:8]2[CH2:14][C@@H:13]([NH:15][C:16](=[O:27])[NH:17][C:18]3[CH:19]=[C:20]([CH:24]=[CH:25][CH:26]=3)[C:21]([OH:23])=[O:22])[C:12](=[O:28])[N:11]([CH2:29][C:30](=[O:35])[C:31]([CH3:34])([CH3:33])[CH3:32])[C:10]3[CH:36]=[CH:37][CH:38]=[CH:39][C:9]2=3)[CH2:7][CH2:6][CH2:5][CH2:4][CH2:3]1.N.[Cl-].[Ca+2:42].[Cl-].O. (2) Given the product [Br:2][C:3]1[CH:4]=[CH:5][C:6]([C:9]2[O:13][N:12]=[C:11]([CH3:14])[C:10]=2[CH:15]=[CH:49][CH2:48][CH:47]([C:41]2[CH:46]=[CH:45][CH:44]=[CH:43][CH:42]=2)[CH3:51])=[CH:7][CH:8]=1, predict the reactants needed to synthesize it. The reactants are: [Br-].[Br:2][C:3]1[CH:8]=[CH:7][C:6]([C:9]2[O:13][N:12]=[C:11]([CH3:14])[C:10]=2[CH2:15][P+](C2C=CC=CC=2)(C2C=CC=CC=2)C2C=CC=CC=2)=[CH:5][CH:4]=1.CC(C)([O-])C.[K+].[C:41]1([CH:47]([CH3:51])[CH2:48][CH:49]=O)[CH:46]=[CH:45][CH:44]=[CH:43][CH:42]=1.CCOC(C)=O. (3) Given the product [CH3:40][S:41]([OH:44])(=[O:43])=[O:42].[Cl:1][C:2]1[CH:7]=[CH:6][CH:5]=[CH:4][C:3]=1[CH2:8][CH2:9][CH:10]([O:33][CH:34]1[CH2:35][CH2:36][NH:37][CH2:38][CH2:39]1)[C:11]1[NH:32][C:14]2[N:15]=[C:16]([C:26]3[CH:31]=[CH:30][CH:29]=[CH:28][CH:27]=3)[N:17]=[C:18]([NH:19][CH2:20][CH2:21][NH:22][C:23](=[O:25])[CH3:24])[C:13]=2[CH:12]=1, predict the reactants needed to synthesize it. The reactants are: [Cl:1][C:2]1[CH:7]=[CH:6][CH:5]=[CH:4][C:3]=1[CH2:8][CH2:9][CH:10]([O:33][CH:34]1[CH2:39][CH2:38][NH:37][CH2:36][CH2:35]1)[C:11]1[NH:32][C:14]2[N:15]=[C:16]([C:26]3[CH:31]=[CH:30][CH:29]=[CH:28][CH:27]=3)[N:17]=[C:18]([NH:19][CH2:20][CH2:21][NH:22][C:23](=[O:25])[CH3:24])[C:13]=2[CH:12]=1.[CH3:40][S:41]([OH:44])(=[O:43])=[O:42]. (4) Given the product [NH2:1][C:2]1[N:7]2[CH:8]=[C:9]([CH2:11][CH3:12])[N:10]=[C:6]2[C:5]([C:13]([NH:15][CH2:16][CH:17]2[CH2:22][CH2:21][N:20]([CH2:25][C:26]3([OH:24])[CH2:31][CH2:30][O:29][CH2:28][CH2:27]3)[CH2:19][CH2:18]2)=[O:14])=[CH:4][C:3]=1[Cl:23], predict the reactants needed to synthesize it. The reactants are: [NH2:1][C:2]1[N:7]2[CH:8]=[C:9]([CH2:11][CH3:12])[N:10]=[C:6]2[C:5]([C:13]([NH:15][CH2:16][CH:17]2[CH2:22][CH2:21][NH:20][CH2:19][CH2:18]2)=[O:14])=[CH:4][C:3]=1[Cl:23].[O:24]1[C:26]2([CH2:31][CH2:30][O:29][CH2:28][CH2:27]2)[CH2:25]1.